From a dataset of Catalyst prediction with 721,799 reactions and 888 catalyst types from USPTO. Predict which catalyst facilitates the given reaction. Reactant: [CH:1]1[C:11]2[C:10]3=[CH:12][C:13]4[CH:14]=[CH:15][C:16]([C:19](O)=[O:20])=[CH:17][C:18]=4[N:9]3[CH2:8][CH:7]=[CH:6][C:5]=2[CH:4]=[CH:3][CH:2]=1.C[N:23](C)S(N)(=O)=O.Cl.CN(C)CCCN=C=NCC.C[C:42]([N:44](C)C)=[O:43]. Product: [CH:1]1[C:11]2[C:10]3=[CH:12][C:13]4[CH:14]=[CH:15][C:16]([C:19]([NH2:23])=[O:20])=[CH:17][C:18]=4[N:9]3[CH2:8][C:7]([C:42]([NH2:44])=[O:43])=[CH:6][C:5]=2[CH:4]=[CH:3][CH:2]=1. The catalyst class is: 142.